This data is from Forward reaction prediction with 1.9M reactions from USPTO patents (1976-2016). The task is: Predict the product of the given reaction. (1) Given the reactants [CH3:1][O:2][C:3]1[CH:8]=[CH:7][CH:6]=[CH:5][C:4]=1[C:9]1[N:17]2[C:12]([CH:13]=[N:14][C:15](OS(C(F)(F)F)(=O)=O)=[N:16]2)=[CH:11][CH:10]=1.[NH2:26][C:27]1[CH:28]=[C:29]2[C:33](=[CH:34][CH:35]=1)[CH2:32][N:31]([CH2:36][C:37]([NH2:39])=[O:38])[CH2:30]2, predict the reaction product. The product is: [CH3:1][O:2][C:3]1[CH:8]=[CH:7][CH:6]=[CH:5][C:4]=1[C:9]1[N:17]2[C:12]([CH:13]=[N:14][C:15]([NH:26][C:27]3[CH:28]=[C:29]4[C:33](=[CH:34][CH:35]=3)[CH2:32][N:31]([CH2:36][C:37]([NH2:39])=[O:38])[CH2:30]4)=[N:16]2)=[CH:11][CH:10]=1. (2) The product is: [F:1][CH:2]([F:5])[CH2:3][NH:12][CH2:11][C:10]1[CH:13]=[CH:14][C:7]([CH3:6])=[CH:8][CH:9]=1. Given the reactants [F:1][CH:2]([F:5])[CH2:3]Cl.[CH3:6][C:7]1[CH:14]=[CH:13][C:10]([CH2:11][NH2:12])=[CH:9][CH:8]=1, predict the reaction product.